Dataset: Reaction yield outcomes from USPTO patents with 853,638 reactions. Task: Predict the reaction yield, written as a fraction of the theoretical maximum amount of product (1.0 means a 100% yield; for example, 0.34 means a 34% yield). (1) The yield is 0.770. The reactants are [F:1][C:2]([F:17])([F:16])[C:3]1[CH:8]=[CH:7][C:6]([C:9]2[O:13][N:12]=[CH:11][C:10]=2[CH2:14]O)=[CH:5][CH:4]=1.O1CCCC1.S(Cl)([Cl:25])=O. The product is [Cl:25][CH2:14][C:10]1[CH:11]=[N:12][O:13][C:9]=1[C:6]1[CH:7]=[CH:8][C:3]([C:2]([F:17])([F:16])[F:1])=[CH:4][CH:5]=1. The catalyst is C1(C)C=CC=CC=1. (2) The reactants are [F:1][C:2]1[CH:7]=[CH:6][C:5]([CH2:8][C:9]2[C:10]([N:15]3[CH2:21][C:20]4[CH:22]=[C:23]([C:26]5[N:31]=[C:30]([NH2:32])[C:29]([NH2:33])=[CH:28][CH:27]=5)[CH:24]=[CH:25][C:19]=4[O:18][CH2:17][CH2:16]3)=[N:11][CH:12]=[N:13][CH:14]=2)=[CH:4][CH:3]=1.[CH3:34][O:35][C:36]([NH:38][C:39](=NC(OC)=O)SC)=[O:37]. The catalyst is C(O)(=O)C.C(OCC)C. The product is [CH3:34][O:35][C:36](=[O:37])[NH:38][C:39]1[NH:32][C:30]2=[N:31][C:26]([C:23]3[CH:24]=[CH:25][C:19]4[O:18][CH2:17][CH2:16][N:15]([C:10]5[C:9]([CH2:8][C:5]6[CH:6]=[CH:7][C:2]([F:1])=[CH:3][CH:4]=6)=[CH:14][N:13]=[CH:12][N:11]=5)[CH2:21][C:20]=4[CH:22]=3)=[CH:27][CH:28]=[C:29]2[N:33]=1. The yield is 0.300. (3) The reactants are [Cl:1][C:2]1[CH:3]=[C:4]([CH:7]=[CH:8][C:9]=1[CH3:10])[C:5]#[N:6].C1C(=O)N([Br:18])C(=O)C1. The catalyst is C(Cl)(Cl)(Cl)Cl.N(C(C)(C)C#N)=NC(C)(C)C#N. The product is [Br:18][CH2:10][C:9]1[CH:8]=[CH:7][C:4]([C:5]#[N:6])=[CH:3][C:2]=1[Cl:1]. The yield is 0.680. (4) The reactants are N[C@@H]1CCN([CH2:7][CH2:8][CH2:9][O:10][C:11]2[CH:16]=[CH:15][C:14]([C:17]3[CH:22]=[CH:21][C:20]([C:23]#[N:24])=[CH:19][CH:18]=3)=[CH:13][CH:12]=2)C1.[CH3:25][C@@:26]1([OH:31])[CH2:30][CH2:29][NH:28][CH2:27]1.C(=O)([O-])[O-].[K+].[K+].[I-].[K+]. The catalyst is CN(C=O)C. The product is [OH:31][C@:26]1([CH3:25])[CH2:30][CH2:29][N:28]([CH2:7][CH2:8][CH2:9][O:10][C:11]2[CH:16]=[CH:15][C:14]([C:17]3[CH:22]=[CH:21][C:20]([C:23]#[N:24])=[CH:19][CH:18]=3)=[CH:13][CH:12]=2)[CH2:27]1. The yield is 0.400.